Dataset: Forward reaction prediction with 1.9M reactions from USPTO patents (1976-2016). Task: Predict the product of the given reaction. (1) Given the reactants [CH3:1][N:2]([CH3:41])[CH2:3][CH2:4][CH2:5][NH:6][C:7]1[CH:8]=[C:9]2[C:13](=[CH:14][CH:15]=1)[N:12](COCC[Si](C)(C)C)[N:11]=[C:10]2[C:24]1[N:28](COCC[Si](C)(C)C)[C:27]2[CH:37]=[CH:38][CH:39]=[CH:40][C:26]=2[N:25]=1.C(N)CN.[F-].C([N+](CCCC)(CCCC)CCCC)CCC, predict the reaction product. The product is: [NH:28]1[C:27]2[CH:37]=[CH:38][CH:39]=[CH:40][C:26]=2[N:25]=[C:24]1[C:10]1[C:9]2[C:13](=[CH:14][CH:15]=[C:7]([NH:6][CH2:5][CH2:4][CH2:3][N:2]([CH3:1])[CH3:41])[CH:8]=2)[NH:12][N:11]=1. (2) Given the reactants [Cl:1][C:2]1[N:7]=[C:6](Cl)[CH:5]=[CH:4][N:3]=1.[CH:9]([NH2:12])([CH3:11])[CH3:10].C(N(CC)CC)C, predict the reaction product. The product is: [Cl:1][C:2]1[N:7]=[C:6]([NH:12][CH:9]([CH3:11])[CH3:10])[CH:5]=[CH:4][N:3]=1. (3) Given the reactants [CH3:1][C:2]1[N:3]=[CH:4][C:5]([C:8]2[N:12]([C:13]3[CH:14]=[N:15][C:16]([CH3:19])=[CH:17][CH:18]=3)[N:11]=[C:10]([C:20]([OH:22])=O)[CH:9]=2)=[N:6][CH:7]=1.[C:23]([NH2:27])([CH3:26])([CH3:25])[CH3:24], predict the reaction product. The product is: [C:23]([NH:27][C:20]([C:10]1[CH:9]=[C:8]([C:5]2[CH:4]=[N:3][C:2]([CH3:1])=[CH:7][N:6]=2)[N:12]([C:13]2[CH:14]=[N:15][C:16]([CH3:19])=[CH:17][CH:18]=2)[N:11]=1)=[O:22])([CH3:26])([CH3:25])[CH3:24]. (4) Given the reactants [Cl:1][C:2]1[CH:3]=[C:4]([CH:6]=[C:7]([Cl:10])[C:8]=1[F:9])[NH2:5].[Cl:11][S:12]([C:15]1[CH:16]=[C:17]([C:21](Cl)=[O:22])[N:18]([CH3:20])[CH:19]=1)(=[O:14])=[O:13], predict the reaction product. The product is: [Cl:1][C:2]1[CH:3]=[C:4]([NH:5][C:21]([C:17]2[N:18]([CH3:20])[CH:19]=[C:15]([S:12]([Cl:11])(=[O:14])=[O:13])[CH:16]=2)=[O:22])[CH:6]=[C:7]([Cl:10])[C:8]=1[F:9]. (5) Given the reactants [N:1]1([C:7]2[CH:12]=[CH:11][C:10]([N:13]3[CH:18]=[CH:17][CH:16]=[CH:15][C:14]3=[O:19])=[CH:9][CH:8]=2)[CH2:6][CH2:5][NH:4][CH2:3][CH2:2]1.Cl[CH2:21][CH2:22][C:23]([C:25]1[C:33]2[C:28](=[CH:29][CH:30]=[C:31]([C:34]#[N:35])[CH:32]=2)[NH:27][CH:26]=1)=[O:24].C(=O)([O-])[O-].[K+].[K+].[I-].[K+], predict the reaction product. The product is: [O:19]=[C:14]1[CH:15]=[CH:16][CH:17]=[CH:18][N:13]1[C:10]1[CH:9]=[CH:8][C:7]([N:1]2[CH2:6][CH2:5][N:4]([CH2:21][CH2:22][C:23]([C:25]3[C:33]4[C:28](=[CH:29][CH:30]=[C:31]([C:34]#[N:35])[CH:32]=4)[NH:27][CH:26]=3)=[O:24])[CH2:3][CH2:2]2)=[CH:12][CH:11]=1. (6) Given the reactants [H-].[Al+3].[Li+].[H-].[H-].[H-].[CH3:7][O:8][C:9]1[CH:10]=[C:11]([CH2:17][C:18](=[O:20])[CH3:19])[CH:12]=[CH:13][C:14]=1[O:15][CH3:16].O.[OH-].[Na+], predict the reaction product. The product is: [CH3:7][O:8][C:9]1[CH:10]=[C:11]([CH2:17][CH:18]([OH:20])[CH3:19])[CH:12]=[CH:13][C:14]=1[O:15][CH3:16]. (7) Given the reactants [Cl:1][C:2]1[C:3]([N:21]2[CH2:26][CH2:25][CH:24]([C:27](O)=[O:28])[CH2:23][CH2:22]2)=[N:4][C:5]([CH2:14][N:15]2[CH2:19][CH2:18][CH2:17][C:16]2=[O:20])=[C:6]([C:8](=[O:13])[CH2:9][CH2:10][CH2:11][CH3:12])[CH:7]=1.[F:30][C:31]1[CH:36]=[C:35]([F:37])[CH:34]=[CH:33][C:32]=1[CH2:38][S:39]([NH2:42])(=[O:41])=[O:40], predict the reaction product. The product is: [Cl:1][C:2]1[C:3]([N:21]2[CH2:26][CH2:25][CH:24]([C:27]([NH:42][S:39]([CH2:38][C:32]3[CH:33]=[CH:34][C:35]([F:37])=[CH:36][C:31]=3[F:30])(=[O:40])=[O:41])=[O:28])[CH2:23][CH2:22]2)=[N:4][C:5]([CH2:14][N:15]2[CH2:19][CH2:18][CH2:17][C:16]2=[O:20])=[C:6]([C:8](=[O:13])[CH2:9][CH2:10][CH2:11][CH3:12])[CH:7]=1.